This data is from Full USPTO retrosynthesis dataset with 1.9M reactions from patents (1976-2016). The task is: Predict the reactants needed to synthesize the given product. (1) The reactants are: [N:1]1([S:5]([C:8]2[CH:13]=[CH:12][C:11]([NH:14][C:15]3[C:19]4[C:20](=[O:28])[NH:21][CH:22]=[C:23]([C:24](OC)=[O:25])[C:18]=4[N:17]([C@H:29]([CH:33]4[CH2:35][CH2:34]4)[CH2:30][C:31]#[N:32])[N:16]=3)=[CH:10][CH:9]=2)(=[O:7])=[O:6])[CH2:4][CH2:3][CH2:2]1.[Li+].[BH4-]. Given the product [N:1]1([S:5]([C:8]2[CH:9]=[CH:10][C:11]([NH:14][C:15]3[C:19]4[C:20](=[O:28])[NH:21][CH:22]=[C:23]([CH2:24][OH:25])[C:18]=4[N:17]([C@H:29]([CH:33]4[CH2:35][CH2:34]4)[CH2:30][C:31]#[N:32])[N:16]=3)=[CH:12][CH:13]=2)(=[O:7])=[O:6])[CH2:4][CH2:3][CH2:2]1, predict the reactants needed to synthesize it. (2) Given the product [NH2:1][C:2]1[N:7]([CH3:8])[C:6](=[O:9])[C:5]([CH3:10])([CH3:11])[C@:4]([C:13]2[CH:18]=[C:17]([NH:19][CH2:27][C:25]3[NH:26][C:22]([CH3:21])=[N:23][CH:24]=3)[CH:16]=[CH:15][C:14]=2[F:20])([CH3:12])[N:3]=1, predict the reactants needed to synthesize it. The reactants are: [NH2:1][C:2]1[N:7]([CH3:8])[C:6](=[O:9])[C:5]([CH3:11])([CH3:10])[C@:4]([C:13]2[CH:18]=[C:17]([NH2:19])[CH:16]=[CH:15][C:14]=2[F:20])([CH3:12])[N:3]=1.[CH3:21][C:22]1[NH:26][C:25]([CH:27]=O)=[CH:24][N:23]=1.[B][B][B][B][B][B][B][B][B][B]. (3) Given the product [CH3:1][O:2][C:3]1[CH:8]=[CH:7][CH:6]=[CH:5][C:4]=1[CH:9]1[CH2:14][CH2:13][CH2:12][CH2:11][CH:10]1[CH2:15][CH:16]=[O:30], predict the reactants needed to synthesize it. The reactants are: [CH3:1][O:2][C:3]1[CH:8]=[CH:7][CH:6]=[CH:5][C:4]=1[CH:9]1[CH2:14][CH2:13][CH2:12][CH2:11][CH:10]1[CH2:15][C:16]#N.[H-].C([Al+]CC(C)C)C(C)C.CC[O:30]CC. (4) Given the product [C:1]([O:5][C:6](=[O:21])[C@@H:7]([N:11]1[C:15]2[CH:16]=[CH:17][CH:18]=[CH:19][C:14]=2[N:13]([CH2:31][C:32]2[C:33]3[C:40]([CH3:41])=[CH:39][CH:38]=[CH:37][C:34]=3[S:35][CH:36]=2)[C:12]1=[O:20])[CH2:8][CH2:9][CH3:10])([CH3:2])([CH3:3])[CH3:4], predict the reactants needed to synthesize it. The reactants are: [C:1]([O:5][C:6](=[O:21])[C@@H:7]([N:11]1[C:15]2[CH:16]=[CH:17][CH:18]=[CH:19][C:14]=2[NH:13][C:12]1=[O:20])[CH2:8][CH2:9][CH3:10])([CH3:4])([CH3:3])[CH3:2].C([O-])([O-])=O.[K+].[K+].[I-].C[N+](C)(C)[CH2:31][C:32]1[C:33]2[C:40]([CH3:41])=[CH:39][CH:38]=[CH:37][C:34]=2[S:35][CH:36]=1.